This data is from Catalyst prediction with 721,799 reactions and 888 catalyst types from USPTO. The task is: Predict which catalyst facilitates the given reaction. (1) Reactant: [C:1]1([CH2:7][CH2:8][CH2:9][NH:10][CH2:11][C:12]2[CH:13]=[C:14]([C:18]3[CH:19]=[CH:20][C:21]([C:24]#[N:25])=[N:22][CH:23]=3)[CH:15]=[CH:16][CH:17]=2)[CH:6]=[CH:5][CH:4]=[CH:3][CH:2]=1.C=O.[CH:28](O)=O.[OH-].[Na+]. Product: [CH3:28][N:10]([CH2:11][C:12]1[CH:13]=[C:14]([C:18]2[CH:19]=[CH:20][C:21]([C:24]#[N:25])=[N:22][CH:23]=2)[CH:15]=[CH:16][CH:17]=1)[CH2:9][CH2:8][CH2:7][C:1]1[CH:6]=[CH:5][CH:4]=[CH:3][CH:2]=1. The catalyst class is: 6. (2) Reactant: [F:1][C:2]1[CH:11]=[C:10]2[C:5]([CH:6]=[C:7]([CH:18]3[CH2:22][CH2:21][CH2:20][N:19]3C(OC(C)(C)C)=O)[C:8]([N:12]3[CH2:17][CH2:16][O:15][CH2:14][CH2:13]3)=[N:9]2)=[CH:4][CH:3]=1.C(O)(C(F)(F)F)=O. Product: [F:1][C:2]1[CH:11]=[C:10]2[C:5]([CH:6]=[C:7]([CH:18]3[CH2:22][CH2:21][CH2:20][NH:19]3)[C:8]([N:12]3[CH2:13][CH2:14][O:15][CH2:16][CH2:17]3)=[N:9]2)=[CH:4][CH:3]=1. The catalyst class is: 2. (3) Reactant: [Cl-].O[NH3+:3].[C:4](=[O:7])([O-])[OH:5].[Na+].CS(C)=O.[Si]([O:20][C:21]1[CH:61]=[CH:60][C:24]([O:25][C@@H:26]2[CH2:31][CH2:30][C@H:29]([N:32]3[C:37](=[O:38])[C:36]([CH2:39][C:40]4[CH:45]=[CH:44][C:43]([C:46]5[C:47]([C:52]#[N:53])=[CH:48][CH:49]=[CH:50][CH:51]=5)=[CH:42][CH:41]=4)=[C:35]([CH2:54][CH2:55][CH3:56])[N:34]4[N:57]=[CH:58][N:59]=[C:33]34)[CH2:28][CH2:27]2)=[CH:23][CH:22]=1)(C(C)(C)C)(C)C. Product: [OH:20][C:21]1[CH:22]=[CH:23][C:24]([O:25][C@@H:26]2[CH2:27][CH2:28][C@H:29]([N:32]3[C:37](=[O:38])[C:36]([CH2:39][C:40]4[CH:41]=[CH:42][C:43]([C:46]5[CH:51]=[CH:50][CH:49]=[CH:48][C:47]=5[C:52]5[NH:53][C:4](=[O:7])[O:5][N:3]=5)=[CH:44][CH:45]=4)=[C:35]([CH2:54][CH2:55][CH3:56])[N:34]4[N:57]=[CH:58][N:59]=[C:33]34)[CH2:30][CH2:31]2)=[CH:60][CH:61]=1. The catalyst class is: 69. (4) Reactant: [C:1]([C:4]1[S:5][CH:6]=[CH:7][CH:8]=1)(=O)[CH3:2].CCO.Cl.[NH2:13][OH:14]. Product: [S:5]1[CH:6]=[CH:7][CH:8]=[C:4]1[C:1](=[N:13][OH:14])[CH3:2]. The catalyst class is: 17. (5) Reactant: [OH:1][CH2:2][C:3]1([C:16]([O:18][CH3:19])=[O:17])[CH2:8][CH2:7][N:6](C(OC(C)(C)C)=O)[CH2:5][CH2:4]1.Cl. Product: [OH:1][CH2:2][C:3]1([C:16]([O:18][CH3:19])=[O:17])[CH2:8][CH2:7][NH:6][CH2:5][CH2:4]1. The catalyst class is: 5. (6) Reactant: [CH2:1]([N:3]1[C:9](=[O:10])[C:8]([CH3:12])([CH3:11])[C:7](=[O:13])[N:6]([CH3:14])[C:5]2[CH:15]=[C:16]([CH2:19][CH2:20][C:21](O)=[O:22])[CH:17]=[CH:18][C:4]1=2)[CH3:2].C(N(CC)CC)C.ClC(OCC)=O.[BH4-].[Na+]. Product: [CH2:1]([N:3]1[C:9](=[O:10])[C:8]([CH3:12])([CH3:11])[C:7](=[O:13])[N:6]([CH3:14])[C:5]2[CH:15]=[C:16]([CH2:19][CH2:20][CH2:21][OH:22])[CH:17]=[CH:18][C:4]1=2)[CH3:2]. The catalyst class is: 278.